This data is from Full USPTO retrosynthesis dataset with 1.9M reactions from patents (1976-2016). The task is: Predict the reactants needed to synthesize the given product. Given the product [N:37]([CH:11]([C:9]1[N:8]([C:15]2[CH:20]=[CH:19][CH:18]=[C:17]([F:21])[CH:16]=2)[C:7](=[O:22])[C:6]2[N:5]([CH:4]=[CH:3][C:2]=2[Cl:1])[CH:10]=1)[CH2:12][CH3:13])=[N+:38]=[N-:39], predict the reactants needed to synthesize it. The reactants are: [Cl:1][C:2]1[CH:3]=[CH:4][N:5]2[CH:10]=[C:9]([CH:11](O)[CH2:12][CH3:13])[N:8]([C:15]3[CH:20]=[CH:19][CH:18]=[C:17]([F:21])[CH:16]=3)[C:7](=[O:22])[C:6]=12.C1C=CC(P([N:37]=[N+:38]=[N-:39])(C2C=CC=CC=2)=O)=CC=1.C1CCN2C(=NCCC2)CC1.